This data is from Reaction yield outcomes from USPTO patents with 853,638 reactions. The task is: Predict the reaction yield, written as a fraction of the theoretical maximum amount of product (1.0 means a 100% yield; for example, 0.34 means a 34% yield). (1) The reactants are [CH3:1][C@:2]12[C:10]([C:11]3([CH2:14][C:15]#[C:16][C:17]([OH:26])([C:22]([F:25])([F:24])[F:23])[C:18]([F:21])([F:20])[F:19])[CH2:13][CH2:12]3)=[CH:9][CH2:8][C@H:7]1[C@@H:6]([OH:27])[CH2:5][CH2:4][CH2:3]2.C(OCC)(=O)C.CCCCCC. The catalyst is [Pd].CC([O-])=O.CC([O-])=O.[Pb+2].C(O)C. The product is [CH3:1][C@:2]12[C:10]([C:11]3([CH2:14]/[CH:15]=[CH:16]\[C:17]([OH:26])([C:22]([F:23])([F:24])[F:25])[C:18]([F:20])([F:21])[F:19])[CH2:13][CH2:12]3)=[CH:9][CH2:8][C@H:7]1[C@@H:6]([OH:27])[CH2:5][CH2:4][CH2:3]2. The yield is 0.870. (2) The reactants are [Cl:1][C:2]1[N:11]=[C:10]2[C:5]([CH2:6][CH2:7][CH2:8][N:9]2C(OC(C)(C)C)=O)=[CH:4][CH:3]=1. The catalyst is C(O)(C(F)(F)F)=O. The product is [Cl:1][C:2]1[N:11]=[C:10]2[C:5]([CH2:6][CH2:7][CH2:8][NH:9]2)=[CH:4][CH:3]=1. The yield is 0.980.